The task is: Predict the reaction yield, written as a fraction of the theoretical maximum amount of product (1.0 means a 100% yield; for example, 0.34 means a 34% yield).. This data is from Reaction yield outcomes from USPTO patents with 853,638 reactions. (1) The yield is 0.680. The reactants are [S:1](Cl)(Cl)=O.[Br:5][C:6]1[CH:7]=[C:8]([NH2:17])[C:9]([NH2:16])=[CH:10][C:11]=1[C:12]([F:15])([F:14])[F:13].C(N(CC)CC)C. The product is [Br:5][C:6]1[C:11]([C:12]([F:15])([F:14])[F:13])=[CH:10][C:9]2=[N:16][S:1][N:17]=[C:8]2[CH:7]=1. The catalyst is ClCCl. (2) The reactants are [N:1]1([C:7]2[N:12]=[C:11]([N:13]3[CH:18]4[CH2:19][CH2:20][CH:14]3[CH2:15][O:16][CH2:17]4)[N:10]=[C:9]([C:21]3[CH:27]=[CH:26][C:24]([NH2:25])=[CH:23][CH:22]=3)[N:8]=2)[CH2:6][CH2:5][O:4][CH2:3][CH2:2]1.ClC(Cl)(O[C:32](=[O:38])OC(Cl)(Cl)Cl)Cl.[CH:40]([NH2:43])([CH3:42])[CH3:41]. No catalyst specified. The product is [CH:40]([NH:43][C:32]([NH:25][C:24]1[CH:26]=[CH:27][C:21]([C:9]2[N:8]=[C:7]([N:1]3[CH2:2][CH2:3][O:4][CH2:5][CH2:6]3)[N:12]=[C:11]([N:13]3[CH:14]4[CH2:20][CH2:19][CH:18]3[CH2:17][O:16][CH2:15]4)[N:10]=2)=[CH:22][CH:23]=1)=[O:38])([CH3:42])[CH3:41]. The yield is 0.500. (3) The reactants are [O:1]1[C:5]2[CH:6]=[CH:7][C:8]([C:10]3[S:11][CH:12]=[C:13]([C:15]([OH:17])=O)[N:14]=3)=[CH:9][C:4]=2[CH2:3][CH2:2]1.[NH2:18][C:19]1[S:23][C:22]([N:24]2[CH2:29][CH2:28][CH:27]([C:30]([O:32][CH2:33][CH3:34])=[O:31])[CH2:26][CH2:25]2)=[N:21][N:20]=1.CN(C(ON1N=NC2C=CC=CC1=2)=[N+](C)C)C.F[P-](F)(F)(F)(F)F. The catalyst is N1C=CC=CC=1. The product is [O:1]1[C:5]2[CH:6]=[CH:7][C:8]([C:10]3[S:11][CH:12]=[C:13]([C:15]([NH:18][C:19]4[S:23][C:22]([N:24]5[CH2:29][CH2:28][CH:27]([C:30]([O:32][CH2:33][CH3:34])=[O:31])[CH2:26][CH2:25]5)=[N:21][N:20]=4)=[O:17])[N:14]=3)=[CH:9][C:4]=2[CH2:3][CH2:2]1. The yield is 0.720. (4) The reactants are [F:1][C:2]1[CH:3]=[C:4]([NH2:24])[CH:5]=[CH:6][C:7]=1[O:8][C:9]1[CH:14]=[CH:13][N:12]=[C:11]2[CH:15]=[C:16]([C:18]3[N:19]([CH3:23])[CH:20]=[CH:21][N:22]=3)[S:17][C:10]=12.[ClH:25].FC1C=C(N[C:51]([NH:53][C:54](=[O:62])[CH2:55][C:56]2[CH:61]=[CH:60][CH:59]=[CH:58][CH:57]=2)=[O:52])C=CC=1OC1C=CN=C2C=C(C(N3CCCC3)=O)SC=12. No catalyst specified. The product is [ClH:25].[ClH:25].[F:1][C:2]1[CH:3]=[C:4]([NH:24][C:51]([NH:53][C:54](=[O:62])[CH2:55][C:56]2[CH:57]=[CH:58][CH:59]=[CH:60][CH:61]=2)=[O:52])[CH:5]=[CH:6][C:7]=1[O:8][C:9]1[CH:14]=[CH:13][N:12]=[C:11]2[CH:15]=[C:16]([C:18]3[N:19]([CH3:23])[CH:20]=[CH:21][N:22]=3)[S:17][C:10]=12. The yield is 0.150. (5) The reactants are [F:1][C:2]([F:14])([F:13])[O:3][C:4]1[CH:12]=[CH:11][C:7]([C:8]([OH:10])=O)=[CH:6][CH:5]=1.CCN(C(C)C)C(C)C.CN(C(ON1N=NC2C=CC=NC1=2)=[N+](C)C)C.F[P-](F)(F)(F)(F)F.[NH2:48][C:49]([CH3:69])([CH2:52][O:53][C:54]1[CH:55]=[CH:56][C:57]2[CH2:61][O:60][B:59]([OH:62])[C:58]=2[C:63]=1[O:64][C:65]([F:68])([F:67])[F:66])[C:50]#[N:51]. The catalyst is CN(C=O)C. The product is [C:50]([C:49]([NH:48][C:8](=[O:10])[C:7]1[CH:6]=[CH:5][C:4]([O:3][C:2]([F:1])([F:14])[F:13])=[CH:12][CH:11]=1)([CH3:69])[CH2:52][O:53][C:54]1[CH:55]=[CH:56][C:57]2[CH2:61][O:60][B:59]([OH:62])[C:58]=2[C:63]=1[O:64][C:65]([F:67])([F:68])[F:66])#[N:51]. The yield is 0.690. (6) The reactants are [C:1]([O:9]C(C)(C)C)(=[O:8])[CH2:2][C:3](OCC)=O.[H-].[Na+].[F:16][C:17]1[C:22]([F:23])=[CH:21][CH:20]=[CH:19][C:18]=1[N+:24]([O-:26])=[O:25].[NH4+].[Cl-].[CH3:29]N(C=O)C. No catalyst specified. The product is [CH2:3]([CH:2]([C:21]1[CH:20]=[CH:19][C:18]([N+:24]([O-:26])=[O:25])=[C:17]([F:16])[C:22]=1[F:23])[C:1]([OH:9])=[O:8])[CH3:29]. The yield is 0.850. (7) The reactants are [C:1]1(B(O)O)[CH:6]=[CH:5][CH:4]=[CH:3][CH:2]=1.O.[CH3:11][O:12][C:13](=[O:23])[C:14]1[CH:19]=[C:18](I)[C:17]([OH:21])=[C:16](I)[CH:15]=1. The catalyst is COCCOC.O.CC([O-])=O.CC([O-])=O.[Pd+2]. The product is [CH3:11][O:12][C:13](=[O:23])[C:14]1[CH:19]=[C:18]([C:1]2[CH:6]=[CH:5][CH:4]=[CH:3][CH:2]=2)[C:17]([OH:21])=[C:16]([C:1]2[CH:6]=[CH:5][CH:4]=[CH:3][CH:2]=2)[CH:15]=1. The yield is 0.625.